Dataset: Forward reaction prediction with 1.9M reactions from USPTO patents (1976-2016). Task: Predict the product of the given reaction. (1) The product is: [Cl:20][C:4]1[N:3]=[C:2]([I:29])[N:10]=[C:9]2[C:5]=1[N:6]=[CH:7][N:8]2[CH2:11][C:12]1[CH:17]=[CH:16][C:15]([O:18][CH3:19])=[CH:14][CH:13]=1. Given the reactants N[C:2]1[N:10]=[C:9]2[C:5]([N:6]=[CH:7][N:8]2[CH2:11][C:12]2[CH:17]=[CH:16][C:15]([O:18][CH3:19])=[CH:14][CH:13]=2)=[C:4]([Cl:20])[N:3]=1.N(OCCC(C)C)=O.[I:29]CI, predict the reaction product. (2) Given the reactants [CH:1]1[C:14]2[C:5](=[N:6][CH:7]=[C:8]3[C:13]=2[CH:12]=[CH:11][CH:10]=[CH:9]3)[CH:4]=[CH:3][CH:2]=1.Cl[C:16]([O:18][C:19]1[CH:24]=[CH:23][C:22]([O:25][CH3:26])=[CH:21][CH:20]=1)=[O:17].[NH:27]1[C:35]2[C:30](=[CH:31][CH:32]=[CH:33][CH:34]=2)[CH:29]=[CH:28]1, predict the reaction product. The product is: [CH3:26][O:25][C:22]1[CH:23]=[CH:24][C:19]([O:18][C:16]([N:6]2[CH:7]([C:29]3[C:30]4[C:35](=[CH:34][CH:33]=[CH:32][CH:31]=4)[NH:27][CH:28]=3)[C:8]3[C:13](=[CH:12][CH:11]=[CH:10][CH:9]=3)[C:14]3[CH:1]=[CH:2][CH:3]=[CH:4][C:5]2=3)=[O:17])=[CH:20][CH:21]=1. (3) Given the reactants [Cl:1][C:2]1[CH:3]=[C:4]([NH:9][C:10]2[C:19]3[C:14](=[CH:15][C:16](F)=[C:17]([N+:20]([O-:22])=[O:21])[CH:18]=3)[N:13]=[CH:12][N:11]=2)[CH:5]=[CH:6][C:7]=1[F:8].[CH3:24][O:25][CH2:26][CH2:27][OH:28], predict the reaction product. The product is: [Cl:1][C:2]1[CH:3]=[C:4]([NH:9][C:10]2[C:19]3[C:14](=[CH:15][C:16]([O:28][CH2:27][CH2:26][O:25][CH3:24])=[C:17]([N+:20]([O-:22])=[O:21])[CH:18]=3)[N:13]=[CH:12][N:11]=2)[CH:5]=[CH:6][C:7]=1[F:8]. (4) Given the reactants Br[C:2]1[CH:3]=[N:4][C:5]2[N:6]([CH:8]=[C:9]([CH2:11][O:12][C:13]3[CH:14]=[N:15][CH:16]=[C:17]([Cl:19])[CH:18]=3)[N:10]=2)[CH:7]=1.[F:20][C:21]1[CH:26]=[CH:25][C:24](B(O)O)=[C:23]([CH3:30])[CH:22]=1, predict the reaction product. The product is: [F:20][C:21]1[CH:26]=[CH:25][C:24]([C:2]2[CH:3]=[N:4][C:5]3[N:6]([CH:8]=[C:9]([CH2:11][O:12][C:13]4[CH:14]=[N:15][CH:16]=[C:17]([Cl:19])[CH:18]=4)[N:10]=3)[CH:7]=2)=[C:23]([CH3:30])[CH:22]=1. (5) Given the reactants [CH2:1]([O:3][C:4](=[O:40])[C:5]([C:21]([C:23]1[CH:28]=[C:27]([CH2:29][C:30]2[CH:35]=[CH:34][CH:33]=[C:32]([Cl:36])[C:31]=2[F:37])[N:26]=[C:25]([Cl:38])[C:24]=1Cl)=[O:22])=[CH:6][NH:7][C@H:8]([C:12]([CH3:20])([CH3:19])[O:13][SiH2:14][C:15]([CH3:18])([CH3:17])[CH3:16])[CH:9]([CH3:11])[CH3:10])[CH3:2].C(=O)([O-])[O-].[K+].[K+], predict the reaction product. The product is: [CH2:1]([O:3][C:4]([C:5]1[C:21](=[O:22])[C:23]2[C:24](=[C:25]([Cl:38])[N:26]=[C:27]([CH2:29][C:30]3[CH:35]=[CH:34][CH:33]=[C:32]([Cl:36])[C:31]=3[F:37])[CH:28]=2)[N:7]([C@H:8]([C:12]([CH3:19])([CH3:20])[O:13][SiH2:14][C:15]([CH3:16])([CH3:17])[CH3:18])[CH:9]([CH3:11])[CH3:10])[CH:6]=1)=[O:40])[CH3:2]. (6) Given the reactants [I:1][C:2]1[CH:9]=[CH:8][C:5]([CH2:6]Br)=[CH:4][CH:3]=1.[CH2:10]([NH:12][CH2:13][CH3:14])[CH3:11].C(OCC)(=O)C, predict the reaction product. The product is: [CH2:10]([N:12]([CH2:6][C:5]1[CH:8]=[CH:9][C:2]([I:1])=[CH:3][CH:4]=1)[CH2:13][CH3:14])[CH3:11]. (7) Given the reactants [OH:1][C:2]1[CH:3]=[C:4]2[C:8](=[CH:9][CH:10]=1)[NH:7][C:6]([CH3:11])=[C:5]2[C:12]([O:14][CH2:15][CH3:16])=[O:13].[CH2:17](OS(C1C=CC=C([N+]([O-])=O)C=1)(=O)=O)[CH:18]1[O:20][CH2:19]1.C(=O)([O-])[O-].[K+].[K+], predict the reaction product. The product is: [CH2:15]([O:14][C:12]([C:5]1[C:4]2[C:8](=[CH:9][CH:10]=[C:2]([O:1][CH2:17][CH:18]3[CH2:19][O:20]3)[CH:3]=2)[NH:7][C:6]=1[CH3:11])=[O:13])[CH3:16]. (8) Given the reactants [C:1]([O:5][CH2:6][CH2:7][CH2:8][CH3:9])(=[O:4])[CH:2]=[CH2:3].[C:10]([OH:14])(=[O:13])[CH:11]=[CH2:12].[C:15]([O:19][CH2:20][CH2:21][OH:22])(=[O:18])[CH:16]=[CH2:17], predict the reaction product. The product is: [C:1]([O-:5])(=[O:4])[CH:2]=[CH2:3].[C:1]([O:5][CH2:6][CH2:7][CH2:8][CH3:9])(=[O:4])[CH:2]=[CH2:3].[C:10]([OH:14])(=[O:13])[CH:11]=[CH2:12].[C:15]([O:19][CH2:20][CH2:21][OH:22])(=[O:18])[CH:16]=[CH2:17]. (9) Given the reactants [F:1][C:2]1[CH:3]=[C:4]([NH:8][C:9]([C:11]2[NH:12][C:13]([C:16]([C:18]3[C:19](Cl)=[N:20][CH:21]=[CH:22][CH:23]=3)=O)=[CH:14][CH:15]=2)=[O:10])[CH:5]=[CH:6][CH:7]=1.O.[NH2:26][NH2:27], predict the reaction product. The product is: [F:1][C:2]1[CH:3]=[C:4]([NH:8][C:9]([C:11]2[NH:12][C:13]([C:16]3[C:18]4[C:19](=[N:20][CH:21]=[CH:22][CH:23]=4)[NH:27][N:26]=3)=[CH:14][CH:15]=2)=[O:10])[CH:5]=[CH:6][CH:7]=1. (10) Given the reactants [OH:1][CH2:2][CH2:3][C:4]([CH3:10])([CH3:9])[C:5]([O:7][CH3:8])=[O:6].[CH3:11][S:12](Cl)(=[O:14])=[O:13].C(N(CC)CC)C, predict the reaction product. The product is: [CH3:9][C:4]([CH3:10])([CH2:3][CH2:2][O:1][S:12]([CH3:11])(=[O:14])=[O:13])[C:5]([O:7][CH3:8])=[O:6].